Regression. Given a peptide amino acid sequence and an MHC pseudo amino acid sequence, predict their binding affinity value. This is MHC class I binding data. From a dataset of Peptide-MHC class I binding affinity with 185,985 pairs from IEDB/IMGT. (1) The peptide sequence is FVNFVKDMI. The MHC is HLA-A68:01 with pseudo-sequence HLA-A68:01. The binding affinity (normalized) is 0.143. (2) The peptide sequence is GLMWLSYFVA. The MHC is HLA-A02:01 with pseudo-sequence HLA-A02:01. The binding affinity (normalized) is 0.794. (3) The peptide sequence is SEETGTLIV. The MHC is HLA-B45:01 with pseudo-sequence HLA-B45:01. The binding affinity (normalized) is 0.557. (4) The peptide sequence is LRTMSYKAI. The MHC is Mamu-B03 with pseudo-sequence Mamu-B03. The binding affinity (normalized) is 0.161. (5) The peptide sequence is FANHDFTLV. The MHC is HLA-A02:03 with pseudo-sequence HLA-A02:03. The binding affinity (normalized) is 0.780. (6) The peptide sequence is ELINKFVEL. The MHC is HLA-B08:01 with pseudo-sequence HLA-B08:01. The binding affinity (normalized) is 0.358. (7) The peptide sequence is ARIDARIDF. The MHC is HLA-A68:02 with pseudo-sequence HLA-A68:02. The binding affinity (normalized) is 0.0847.